The task is: Predict the product of the given reaction.. This data is from Forward reaction prediction with 1.9M reactions from USPTO patents (1976-2016). Given the reactants Br[C:2]1[CH:18]=[CH:17][C:5]2[C:6]3[N:7]=[C:8]([C:14]([OH:16])=[O:15])[S:9][C:10]=3[CH2:11][CH2:12][O:13][C:4]=2[CH:3]=1.CC1(C)C(C)(C)OB([C:27]2[CH:28]=[N:29][NH:30][CH:31]=2)O1.C(=O)(O)[O-].[Na+].O.C(#N)C, predict the reaction product. The product is: [NH:29]1[CH:28]=[C:27]([C:2]2[CH:18]=[CH:17][C:5]3[C:6]4[N:7]=[C:8]([C:14]([OH:16])=[O:15])[S:9][C:10]=4[CH2:11][CH2:12][O:13][C:4]=3[CH:3]=2)[CH:31]=[N:30]1.